From a dataset of Forward reaction prediction with 1.9M reactions from USPTO patents (1976-2016). Predict the product of the given reaction. (1) The product is: [N+:25]([C:23]1[S:22][CH:21]=[C:20]([C:18]2[N:3]3[N:4]=[CH:5][C:6]([C:7]([C:9]4[S:10][CH:11]=[CH:12][CH:13]=4)=[O:8])=[C:2]3[N:1]=[CH:16][CH:17]=2)[CH:24]=1)([O-:27])=[O:26]. Given the reactants [NH2:1][C:2]1[C:6]([C:7]([C:9]2[S:10][CH:11]=[CH:12][CH:13]=2)=[O:8])=[CH:5][NH:4][N:3]=1.CN(C)[CH:16]=[CH:17][C:18]([C:20]1[CH:24]=[C:23]([N+:25]([O-:27])=[O:26])[S:22][CH:21]=1)=O.C(C1SC=C([N+]([O-])=O)C=1)(=O)C.COC(OC)N(C)C, predict the reaction product. (2) The product is: [C:19]([C:18]1[CH:17]=[CH:16][S:15][C:14]=1[C:11]1[CH2:10][CH2:9][N:8]([CH2:22][C:23]([NH:25][C:26]2[CH:27]=[CH:28][CH:29]=[C:30]([CH3:2])[CH:31]=2)=[O:24])[CH2:13][CH:12]=1)#[N:20]. Given the reactants F[C:2](F)(F)C(O)=O.[NH:8]1[CH2:13][CH:12]=[C:11]([C:14]2[S:15][CH:16]=[CH:17][C:18]=2[C:19]#[N:20])[CH2:10][CH2:9]1.Cl[CH2:22][C:23]([NH:25][C:26]1[C:31](C)=[CH:30][CH:29]=[CH:28][C:27]=1C)=[O:24], predict the reaction product. (3) Given the reactants [Li+].[OH-].[O:3]=[C:4]1[N:12]2[C@H:7]([CH2:8][CH2:9][C@H:10]([C:13]([O:15]C)=[O:14])[CH2:11]2)[CH2:6][CH2:5]1.Cl, predict the reaction product. The product is: [O:3]=[C:4]1[N:12]2[C@H:7]([CH2:8][CH2:9][C@H:10]([C:13]([OH:15])=[O:14])[CH2:11]2)[CH2:6][CH2:5]1. (4) The product is: [C:73]([CH:50]([NH2:49])[CH2:51][O:52][CH:53]([CH2:57][C:58]1[CH:59]=[CH:60][C:61]([Cl:64])=[CH:62][CH:63]=1)[C:54]([N:29]1[CH2:30][CH2:31][N:26]([C:32]2[C:41]3[C:36](=[CH:37][CH:38]=[CH:39][CH:40]=3)[N:35]=[CH:34][N:33]=2)[CH2:27][CH2:28]1)=[O:56])([O:75][C:76]([CH3:79])([CH3:78])[CH3:77])=[O:74]. Given the reactants C1N=CN(C(N2C=NC=C2)=O)C=1.C1C=C2N=NN(O)C2=CC=1.O.Cl.Cl.[N:26]1([C:32]2[C:41]3[C:36](=[CH:37][CH:38]=[CH:39][CH:40]=3)[N:35]=[CH:34][N:33]=2)[CH2:31][CH2:30][NH:29][CH2:28][CH2:27]1.C(OC([NH:49][CH2:50][CH2:51][O:52][CH:53]([CH2:57][C:58]1[CH:63]=[CH:62][C:61]([Cl:64])=[CH:60][CH:59]=1)[C:54]([OH:56])=O)=O)(C)(C)C.C(OC(=O)COCC(N)[C:73]([O:75][C:76]([CH3:79])([CH3:78])[CH3:77])=[O:74])C.ClC1C=CC(CBr)=CC=1, predict the reaction product. (5) Given the reactants C(OC1C(C(C)C)CCC(C)C1)(=O)C1C(=CC=CC=1)[NH2:4].[C:21]([O-:30])(=[O:29])[C:22]1[C:23](=[CH:25][CH:26]=[CH:27][CH:28]=1)O, predict the reaction product. The product is: [CH:23]1[C:22]([C:21]([OH:30])=[O:29])=[CH:28][CH:27]=[C:26]([NH2:4])[CH:25]=1. (6) The product is: [F:36][C:35]([F:38])([F:37])[C:33]([OH:39])=[O:34].[Br:1][C:2](=[C:3]1[CH2:8][CH2:7][NH:6][CH2:5][CH2:4]1)[C:16]1[CH:17]=[C:18]([CH:19]=[CH:20][CH:21]=1)[O:22][C:23]1[CH:28]=[CH:27][C:26]([C:29]([F:31])([F:32])[F:30])=[CH:25][N:24]=1. Given the reactants [Br:1][C:2]([C:16]1[CH:21]=[CH:20][CH:19]=[C:18]([O:22][C:23]2[CH:28]=[CH:27][C:26]([C:29]([F:32])([F:31])[F:30])=[CH:25][N:24]=2)[CH:17]=1)=[C:3]1[CH2:8][CH2:7][N:6](C(OC(C)(C)C)=O)[CH2:5][CH2:4]1.[C:33]([OH:39])([C:35]([F:38])([F:37])[F:36])=[O:34], predict the reaction product. (7) Given the reactants Cl[C:2]1[CH:7]=[CH:6][N+:5]([O-:8])=[C:4]([CH2:9][CH2:10][C:11]([O:13][C:14]([CH3:17])([CH3:16])[CH3:15])=[O:12])[CH:3]=1.[CH3:18][S-:19].[Na+], predict the reaction product. The product is: [O-:8][N+:5]1[CH:6]=[CH:7][C:2]([S:19][CH3:18])=[CH:3][C:4]=1[CH2:9][CH2:10][C:11]([O:13][C:14]([CH3:17])([CH3:16])[CH3:15])=[O:12]. (8) Given the reactants [F:1][C:2]([F:23])([F:22])[CH2:3][NH:4][C:5]1[CH:6]=[N:7][CH:8]=[CH:9][C:10]=1[C:11]1[CH:16]=[CH:15][CH:14]=[CH:13][C:12]=1[O:17][C:18]([F:21])([F:20])[F:19].FC1C=CC=C(OC)C=1C1C=CN=CC=1N(CC(F)(F)F)[C:40](=[O:55])[C:41]1[CH:46]=[C:45]([C:47]([F:50])([F:49])[F:48])[CH:44]=[C:43]([S:51]([CH3:54])(=[O:53])=[O:52])[CH:42]=1, predict the reaction product. The product is: [CH3:54][S:51]([C:43]1[CH:42]=[C:41]([CH:46]=[C:45]([C:47]([F:48])([F:49])[F:50])[CH:44]=1)[C:40]([N:4]([CH2:3][C:2]([F:1])([F:22])[F:23])[C:5]1[CH:6]=[N:7][CH:8]=[CH:9][C:10]=1[C:11]1[CH:16]=[CH:15][CH:14]=[CH:13][C:12]=1[O:17][C:18]([F:19])([F:20])[F:21])=[O:55])(=[O:53])=[O:52]. (9) The product is: [C:1]([O:5][C:6]([N:8]1[C:16]2[C:11](=[CH:12][C:13]([N:19]3[CH:24]=[CH:23][N:22]=[CH:21][C:20]3=[O:25])=[CH:14][CH:15]=2)[CH2:10][CH2:9]1)=[O:7])([CH3:4])([CH3:3])[CH3:2]. Given the reactants [C:1]([O:5][C:6]([N:8]1[C:16]2[C:11](=[CH:12][C:13](Br)=[CH:14][CH:15]=2)[CH2:10][CH2:9]1)=[O:7])([CH3:4])([CH3:3])[CH3:2].[Na].[NH:19]1[CH:24]=[CH:23][N:22]=[CH:21][C:20]1=[O:25].C(=O)([O-])[O-].[K+].[K+].OC1C=CC=C2C=1N=CC=C2, predict the reaction product.